From a dataset of Full USPTO retrosynthesis dataset with 1.9M reactions from patents (1976-2016). Predict the reactants needed to synthesize the given product. (1) The reactants are: [NH2:1][C:2]1[C:3]([N:20]2[CH2:25][CH2:24][O:23][CH2:22][CH2:21]2)=[N:4][C:5]([S:10][CH2:11][C:12]2[CH:17]=[CH:16][C:15]([O:18][CH3:19])=[CH:14][CH:13]=2)=[N:6][C:7]=1[NH:8][CH3:9].[CH:26](=O)[CH2:27]C.[CH3:30]O. Given the product [CH2:26]([C:9]1[N:8]([CH3:30])[C:7]2[C:2]([N:1]=1)=[C:3]([N:20]1[CH2:21][CH2:22][O:23][CH2:24][CH2:25]1)[N:4]=[C:5]([S:10][CH2:11][C:12]1[CH:13]=[CH:14][C:15]([O:18][CH3:19])=[CH:16][CH:17]=1)[N:6]=2)[CH3:27], predict the reactants needed to synthesize it. (2) Given the product [C:22]([O:25][CH2:26][CH2:27][CH2:28][N:13]1[C:14]2[CH:19]=[CH:18][N:17]=[C:16]([NH2:20])[C:15]=2[N:21]=[C:12]1[S:11][C:3]1[C:2]([I:1])=[CH:10][C:6]2[O:7][CH2:8][O:9][C:5]=2[CH:4]=1)(=[O:24])[CH3:23], predict the reactants needed to synthesize it. The reactants are: [I:1][C:2]1[C:3]([S:11][C:12]2[NH:13][C:14]3[CH:19]=[CH:18][N:17]=[C:16]([NH2:20])[C:15]=3[N:21]=2)=[CH:4][C:5]2[O:9][CH2:8][O:7][C:6]=2[CH:10]=1.[C:22]([O:25][CH2:26][CH2:27][CH2:28]Br)(=[O:24])[CH3:23].C([O-])([O-])=O.[Cs+].[Cs+].C(OCCCN1C2C=CN=C(N)C=2N=C1SC1C(Br)=CC2OCOC=2C=1)(=O)C. (3) Given the product [CH2:1]([O:3][CH:4]([O:7][CH2:8][CH3:9])[CH2:5][O:6][C:25]1[C:26]([N+:27]([O-:29])=[O:28])=[C:21]([C:22]([F:32])=[C:23]([F:31])[CH:24]=1)[NH:20][C:14]1[CH:15]=[CH:16][C:17]([I:19])=[CH:18][C:13]=1[F:12])[CH3:2], predict the reactants needed to synthesize it. The reactants are: [CH2:1]([O:3][CH:4]([O:7][CH2:8][CH3:9])[CH2:5][OH:6])[CH3:2].[H-].[Na+].[F:12][C:13]1[CH:18]=[C:17]([I:19])[CH:16]=[CH:15][C:14]=1[NH:20][C:21]1[C:26]([N+:27]([O-:29])=[O:28])=[C:25](F)[CH:24]=[C:23]([F:31])[C:22]=1[F:32].C(OCC)(=O)C. (4) Given the product [NH2:11][C@@H:12]([CH2:25][C:26]1[CH:31]=[CH:30][C:29]([C:32]2[N:37]=[CH:36][C:35]([C:38]3[CH:43]=[CH:42][C:41]([O:44][CH2:45][CH2:46][CH2:47][CH2:48][CH2:49][CH2:50][CH3:51])=[CH:40][CH:39]=3)=[CH:34][N:33]=2)=[CH:28][CH:27]=1)[C:13]([NH:15][C@@H:16]([C:18]([O:20][C:21]([CH3:22])([CH3:23])[CH3:24])=[O:19])[CH3:17])=[O:14], predict the reactants needed to synthesize it. The reactants are: C(OC([NH:11][C@@H:12]([CH2:25][C:26]1[CH:31]=[CH:30][C:29]([C:32]2[N:37]=[CH:36][C:35]([C:38]3[CH:43]=[CH:42][C:41]([O:44][CH2:45][CH2:46][CH2:47][CH2:48][CH2:49][CH2:50][CH3:51])=[CH:40][CH:39]=3)=[CH:34][N:33]=2)=[CH:28][CH:27]=1)[C:13]([NH:15][C@@H:16]([C:18]([O:20][C:21]([CH3:24])([CH3:23])[CH3:22])=[O:19])[CH3:17])=[O:14])=O)C1C=CC=CC=1.C(O)(=O)C. (5) The reactants are: Cl[C:2]1[N:6]=[C:5]([CH:7]2[CH2:12][CH:11]([C:13]3[CH:18]=[CH:17][C:16]([C:19]([F:22])([F:21])[F:20])=[CH:15][CH:14]=3)[CH2:10][N:9]([C:23]([N:25]3[CH2:30][CH2:29][O:28][CH2:27][CH2:26]3)=[O:24])[CH2:8]2)[O:4][N:3]=1.[CH2:31]([NH:33][CH2:34][CH2:35][OH:36])[CH3:32]. Given the product [CH2:31]([N:33]([CH2:34][CH2:35][OH:36])[C:2]1[N:6]=[C:5]([CH:7]2[CH2:12][CH:11]([C:13]3[CH:18]=[CH:17][C:16]([C:19]([F:22])([F:21])[F:20])=[CH:15][CH:14]=3)[CH2:10][N:9]([C:23]([N:25]3[CH2:30][CH2:29][O:28][CH2:27][CH2:26]3)=[O:24])[CH2:8]2)[O:4][N:3]=1)[CH3:32], predict the reactants needed to synthesize it. (6) Given the product [CH3:17][O:18][CH2:19][C:20]1[NH:21][C:3]([C:5]2[CH:6]=[C:7]([CH:12]=[CH:13][C:14]=2[CH3:15])[C:8]([O:10][CH3:11])=[O:9])=[CH:2][N:22]=1, predict the reactants needed to synthesize it. The reactants are: Br[CH2:2][C:3]([C:5]1[CH:6]=[C:7]([CH:12]=[CH:13][C:14]=1[CH3:15])[C:8]([O:10][CH3:11])=[O:9])=O.Cl.[CH3:17][O:18][CH2:19][C:20](=[NH:22])[NH2:21].C(=O)([O-])[O-].[K+].[K+]. (7) The reactants are: [CH3:1][O:2][CH2:3][CH:4]([O:8]S(C)(=O)=O)[CH2:5][O:6][CH3:7].[C:13]1(O)[CH:18]=[CH:17][CH:16]=[CH:15][CH:14]=1.C(=O)([O-])[O-].[K+].[K+].O. Given the product [CH3:1][O:2][CH2:3][CH:4]([CH2:5][O:6][CH3:7])[O:8][C:13]1[CH:18]=[CH:17][CH:16]=[CH:15][CH:14]=1, predict the reactants needed to synthesize it. (8) Given the product [Br:1][C:2]1[CH:3]=[C:4]([CH:5]2[S:16][CH2:12][CH2:13][CH2:14][S:15]2)[CH:7]=[CH:8][C:9]=1[O:10][CH3:11], predict the reactants needed to synthesize it. The reactants are: [Br:1][C:2]1[CH:3]=[C:4]([CH:7]=[CH:8][C:9]=1[O:10][CH3:11])[CH:5]=O.[CH2:12]([SH:16])[CH2:13][CH2:14][SH:15].[O-]S([O-])(=O)=O.[Na+].[Na+].B(F)(F)F.